Predict which catalyst facilitates the given reaction. From a dataset of Catalyst prediction with 721,799 reactions and 888 catalyst types from USPTO. (1) Reactant: Br[C:2]1[CH:9]=[CH:8][C:7]([Cl:10])=[CH:6][C:3]=1[C:4]#[N:5].[NH:11]1[CH2:15][CH2:14][CH2:13][C:12]1=[O:16].C(=O)([O-])[O-].[Cs+].[Cs+]. Product: [Cl:10][C:7]1[CH:8]=[CH:9][C:2]([N:11]2[CH2:15][CH2:14][CH2:13][C:12]2=[O:16])=[C:3]([CH:6]=1)[C:4]#[N:5]. The catalyst class is: 62. (2) Reactant: F[C:2]1[CH:7]=[CH:6][C:5]([N+:8]([O-:10])=[O:9])=[CH:4][CH:3]=1.[F:11][C:12]([F:18])([F:17])[C:13]([CH3:16])([OH:15])[CH3:14].[H-].[Na+]. Product: [N+:8]([C:5]1[CH:6]=[CH:7][C:2]([O:15][C:13]([CH3:16])([CH3:14])[C:12]([F:18])([F:17])[F:11])=[CH:3][CH:4]=1)([O-:10])=[O:9]. The catalyst class is: 3. (3) Reactant: [Br:1][C:2]1[CH:3]=[C:4]([NH:8][CH2:9][C:10]2[CH:15]=[CH:14][CH:13]=[C:12]([O:16][CH3:17])[CH:11]=2)[CH:5]=[N:6][CH:7]=1.CCN(CC)CC.[C:25](O[C:25]([O:27][C:28]([CH3:31])([CH3:30])[CH3:29])=[O:26])([O:27][C:28]([CH3:31])([CH3:30])[CH3:29])=[O:26]. Product: [C:28]([O:27][C:25](=[O:26])[N:8]([C:4]1[CH:5]=[N:6][CH:7]=[C:2]([Br:1])[CH:3]=1)[CH2:9][C:10]1[CH:15]=[CH:14][CH:13]=[C:12]([O:16][CH3:17])[CH:11]=1)([CH3:31])([CH3:30])[CH3:29]. The catalyst class is: 64. (4) Reactant: [N:1]1[CH:6]=[CH:5][CH:4]=[C:3]2[CH2:7][CH2:8][CH2:9][CH2:10][CH2:11][C:2]=12.[OH:12]O. Product: [N:1]1[CH:6]=[CH:5][CH:4]=[C:3]2[CH2:7][CH2:8][CH2:9][CH2:10][CH:11]([OH:12])[C:2]=12. The catalyst class is: 15. (5) Reactant: C([NH:8][C@:9]([CH3:22])([C:15]([O:17]CC(C)C)=[O:16])[CH2:10][S:11][CH2:12][CH2:13][NH2:14])(OC(C)(C)C)=O.[OH-].[Ca+2].[OH-].C(=O)=O. Product: [NH2:14][CH2:13][CH2:12][S:11][CH2:10][C@@:9]([CH3:22])([C:15]([OH:17])=[O:16])[NH2:8]. The catalyst class is: 6. (6) Reactant: [Cl:1][C:2]1[CH:7]=[CH:6][CH:5]=[C:4]([Cl:8])[C:3]=1[C:9]1[C:13]([C:14]([OH:16])=O)=[C:12]([CH3:17])[O:11][N:10]=1.[NH2:18][C:19]1[CH:27]=[CH:26][C:22]([CH2:23][CH2:24][OH:25])=[CH:21][CH:20]=1.CN(C(ON1N=NC2C=CC=CC1=2)=[N+](C)C)C.[B-](F)(F)(F)F.C(N(CC)CC)C.C(=O)(O)[O-].[Na+]. The catalyst class is: 3. Product: [OH:25][CH2:24][CH2:23][C:22]1[CH:26]=[CH:27][C:19]([NH:18][C:14]([C:13]2[C:9]([C:3]3[C:4]([Cl:8])=[CH:5][CH:6]=[CH:7][C:2]=3[Cl:1])=[N:10][O:11][C:12]=2[CH3:17])=[O:16])=[CH:20][CH:21]=1. (7) Reactant: FC(F)(F)C(O)=O.[CH3:8][C:9]1[N:13]([C:14]2[CH:19]=[CH:18][CH:17]=[CH:16][CH:15]=2)[N:12]=[CH:11][C:10]=1[C:20]([NH:22][C:23]1[CH:40]=[CH:39][C:26]2[CH2:27][CH2:28][N:29](C(OC(C)(C)C)=O)[CH2:30][CH2:31][C:25]=2[CH:24]=1)=[O:21].COC1C=CC=C(OC)C=1. Product: [CH3:8][C:9]1[N:13]([C:14]2[CH:15]=[CH:16][CH:17]=[CH:18][CH:19]=2)[N:12]=[CH:11][C:10]=1[C:20]([NH:22][C:23]1[CH:40]=[CH:39][C:26]2[CH2:27][CH2:28][NH:29][CH2:30][CH2:31][C:25]=2[CH:24]=1)=[O:21]. The catalyst class is: 4.